Dataset: Full USPTO retrosynthesis dataset with 1.9M reactions from patents (1976-2016). Task: Predict the reactants needed to synthesize the given product. (1) Given the product [Cl:1][C:2]1[CH:3]=[C:4]([N:8]([CH2:9][C:10]2[C:19]3[C:14](=[C:15]([F:20])[CH:16]=[CH:17][CH:18]=3)[NH:13][C:12](=[O:21])[CH:11]=2)[C:34](=[O:35])[C:33]2[CH:37]=[CH:38][CH:39]=[CH:40][C:32]=2[F:31])[CH:5]=[CH:6][CH:7]=1, predict the reactants needed to synthesize it. The reactants are: [Cl:1][C:2]1[CH:3]=[C:4]([NH:8][CH2:9][C:10]2[C:19]3[C:14](=[C:15]([F:20])[CH:16]=[CH:17][CH:18]=3)[NH:13][C:12](=[O:21])[CH:11]=2)[CH:5]=[CH:6][CH:7]=1.CCN(C(C)C)C(C)C.[F:31][C:32]1[CH:40]=[CH:39][CH:38]=[CH:37][C:33]=1[C:34](Cl)=[O:35].C(N)CC. (2) Given the product [CH:31]([N:14]([CH2:13][C@@H:11]1[C@@H:10]([NH:34][S:43]([C:40]2[CH:41]=[CH:42][C:37]([O:36][CH3:35])=[CH:38][CH:39]=2)(=[O:45])=[O:44])[CH2:9][NH:8][CH2:12]1)[C:15](=[O:30])[C:16]1[CH:21]=[CH:20][C:19]([O:22][CH3:23])=[C:18]([O:24][CH2:25][CH2:26][CH2:27][O:28][CH3:29])[CH:17]=1)([CH3:33])[CH3:32], predict the reactants needed to synthesize it. The reactants are: C(OC([N:8]1[CH2:12][C@@H:11]([CH2:13][N:14]([CH:31]([CH3:33])[CH3:32])[C:15](=[O:30])[C:16]2[CH:21]=[CH:20][C:19]([O:22][CH3:23])=[C:18]([O:24][CH2:25][CH2:26][CH2:27][O:28][CH3:29])[CH:17]=2)[C@H:10]([NH2:34])[CH2:9]1)=O)(C)(C)C.[CH3:35][O:36][C:37]1[CH:42]=[CH:41][C:40]([S:43](Cl)(=[O:45])=[O:44])=[CH:39][CH:38]=1.CC#N.O.CC#N. (3) Given the product [CH3:28][O:27][C@@H:6]([CH2:7][CH2:8][N:9]1[C:13]2[CH:14]=[CH:15][CH:16]=[CH:17][C:12]=2[N:11]([C:18]2[CH:23]=[CH:22][CH:21]=[CH:20][C:19]=2[CH3:24])[S:10]1(=[O:25])=[O:26])[CH2:5][NH:4][CH:1]1[CH2:2][CH2:3]1, predict the reactants needed to synthesize it. The reactants are: [CH:1]1([NH:4][CH2:5][C@@H:6]([OH:27])[CH2:7][CH2:8][N:9]2[C:13]3[CH:14]=[CH:15][CH:16]=[CH:17][C:12]=3[N:11]([C:18]3[CH:23]=[CH:22][CH:21]=[CH:20][C:19]=3[CH3:24])[S:10]2(=[O:26])=[O:25])[CH2:3][CH2:2]1.[C:28](#N)C.CO. (4) Given the product [F:7][C:3]([F:8])([C:4]1[CH:14]=[CH:15][C:16]2[O:21][CH:20]([C:22]([F:25])([F:23])[F:24])[C:19]([C:26]([O:28][CH2:29][CH3:30])=[O:27])=[CH:18][C:17]=2[CH:31]=1)[C:2]([F:10])([F:9])[F:1], predict the reactants needed to synthesize it. The reactants are: [F:1][C:2]([F:10])([F:9])[C:3]([F:8])([F:7])[C:4]([O-])=O.[K+].IC1[CH:14]=[CH:15][C:16]2[O:21][CH:20]([C:22]([F:25])([F:24])[F:23])[C:19]([C:26]([O:28][CH2:29][CH3:30])=[O:27])=[CH:18][C:17]=2[CH:31]=1. (5) Given the product [CH3:1][O:2][C:3]1[C:8]([O:9][CH3:10])=[CH:7][CH:6]=[CH:5][C:4]=1[C@@H:11]1[C:17]2[CH:18]=[C:19]([C:22]([F:23])([F:24])[F:25])[CH:20]=[CH:21][C:16]=2[N:15]2[C:26]([C:29]([F:32])([F:31])[F:30])=[N:27][N:28]=[C:14]2[C@@H:13]([CH2:33][C:34]([OH:36])=[O:35])[O:12]1, predict the reactants needed to synthesize it. The reactants are: [CH3:1][O:2][C:3]1[C:8]([O:9][CH3:10])=[CH:7][CH:6]=[CH:5][C:4]=1[C@@H:11]1[C:17]2[CH:18]=[C:19]([C:22]([F:25])([F:24])[F:23])[CH:20]=[CH:21][C:16]=2[N:15]2[C:26]([C:29]([F:32])([F:31])[F:30])=[N:27][N:28]=[C:14]2[C@@H:13]([CH2:33][C:34]([O:36]CC)=[O:35])[O:12]1.Cl. (6) Given the product [OH:57][C:5]1[CH:6]=[C:7]([O:10][CH2:11][CH2:12][O:13][C:14]2[C:15]([C:47]3[CH:52]=[CH:51][CH:50]=[C:49]([C:53]([F:54])([F:55])[F:56])[CH:48]=3)=[CH:16][C:17]([C:30](=[O:46])[NH:31][CH2:32][CH2:33][CH2:34][CH2:35][CH2:36][CH2:37][CH2:38][CH2:39][C:40]3[CH:45]=[CH:44][CH:43]=[CH:42][CH:41]=3)=[CH:18][C:19]=2[C:20]2[CH:25]=[CH:24][CH:23]=[C:22]([C:26]([F:27])([F:28])[F:29])[CH:21]=2)[CH:8]=[CH:9][C:4]=1[C:3]([OH:58])=[O:2], predict the reactants needed to synthesize it. The reactants are: C[O:2][C:3](=[O:58])[C:4]1[CH:9]=[CH:8][C:7]([O:10][CH2:11][CH2:12][O:13][C:14]2[C:19]([C:20]3[CH:25]=[CH:24][CH:23]=[C:22]([C:26]([F:29])([F:28])[F:27])[CH:21]=3)=[CH:18][C:17]([C:30](=[O:46])[NH:31][CH2:32][CH2:33][CH2:34][CH2:35][CH2:36][CH2:37][CH2:38][CH2:39][C:40]3[CH:45]=[CH:44][CH:43]=[CH:42][CH:41]=3)=[CH:16][C:15]=2[C:47]2[CH:52]=[CH:51][CH:50]=[C:49]([C:53]([F:56])([F:55])[F:54])[CH:48]=2)=[CH:6][C:5]=1[OH:57].[OH-].[Na+].Cl.